Dataset: Full USPTO retrosynthesis dataset with 1.9M reactions from patents (1976-2016). Task: Predict the reactants needed to synthesize the given product. (1) Given the product [NH2:33][C@H:34]([C:40](=[O:42])[NH2:41])[CH2:35][CH2:36][CH2:37][CH2:38][NH:39][C:10](=[O:9])[C:11]1[CH:26]=[CH:25][CH:24]=[C:13]([CH2:14][O:16][NH2:17])[CH:12]=1, predict the reactants needed to synthesize it. The reactants are: C(OC(N[O:9][CH2:10][C:11]1[CH:12]=[C:13]([CH:24]=[CH:25][CH:26]=1)[C:14]([O:16][N:17]1C(=O)CCC1=O)=O)=O)(C)(C)C.C(OC(=O)[NH:33][C@H:34]([C:40](=[O:42])[NH2:41])[CH2:35][CH2:36][CH2:37][CH2:38][NH2:39])(C)(C)C.C(N(C(C)C)C(C)C)C. (2) Given the product [Cl:5][CH2:6][C:7]([C:17]1[CH:18]=[CH:19][C:13]2[NH:12][C:11](=[O:10])[NH:15][C:14]=2[CH:16]=1)=[O:8], predict the reactants needed to synthesize it. The reactants are: [Cl-].[Al+3].[Cl-].[Cl-].[Cl:5][CH2:6][C:7](Cl)=[O:8].[OH:10][C:11]1[NH:12][C:13]2[CH:19]=[CH:18][CH:17]=[CH:16][C:14]=2[N:15]=1.